This data is from Full USPTO retrosynthesis dataset with 1.9M reactions from patents (1976-2016). The task is: Predict the reactants needed to synthesize the given product. (1) Given the product [F:10][C:11]1[CH:12]=[C:13]([NH:14][C:40](=[O:41])[CH2:39][N:21]2[C:22]3([CH2:35][CH2:36][CH2:37][CH2:38]3)[N:23]=[C:24]([C:25]3[CH:30]=[CH:29][C:28]([C:31]([F:32])([F:33])[F:34])=[CH:27][CH:26]=3)[C:20]2=[O:19])[CH:15]=[C:16]([F:18])[CH:17]=1, predict the reactants needed to synthesize it. The reactants are: C(N(C(C)C)CC)(C)C.[F:10][C:11]1[CH:12]=[C:13]([CH:15]=[C:16]([F:18])[CH:17]=1)[NH2:14].[O:19]=[C:20]1[C:24]([C:25]2[CH:30]=[CH:29][C:28]([C:31]([F:34])([F:33])[F:32])=[CH:27][CH:26]=2)=[N:23][C:22]2([CH2:38][CH2:37][CH2:36][CH2:35]2)[N:21]1[CH2:39][C:40](O)=[O:41].CN(C(ON1N=NC2C=CC=NC1=2)=[N+](C)C)C.F[P-](F)(F)(F)(F)F. (2) Given the product [Cl:18][C:19]1[CH:20]=[C:21]([CH:22]=[CH:23][CH:24]=1)[O:25][C:2]1[C:11]2[C:6](=[CH:7][CH:8]=[CH:9][CH:10]=2)[CH:5]=[C:4]([NH:12][C:13]2[CH:17]=[CH:16][NH:15][N:14]=2)[N:3]=1, predict the reactants needed to synthesize it. The reactants are: Cl[C:2]1[C:11]2[C:6](=[CH:7][CH:8]=[CH:9][CH:10]=2)[CH:5]=[C:4]([NH:12][C:13]2[CH:17]=[CH:16][NH:15][N:14]=2)[N:3]=1.[Cl:18][C:19]1[CH:20]=[C:21]([OH:25])[CH:22]=[CH:23][CH:24]=1. (3) Given the product [NH2:24][C:25]1[C:30]([C:31]#[N:32])=[C:29]([O:33][CH2:34][CH3:35])[N:28]=[C:27]([NH:36][C:21](=[O:22])[CH2:20][CH:17]2[CH2:18][CH2:19][N:14]([CH2:13][C:11]3[O:10][N:9]=[C:8]([C:2]4[CH:7]=[CH:6][CH:5]=[CH:4][CH:3]=4)[CH:12]=3)[CH2:15][CH2:16]2)[CH:26]=1, predict the reactants needed to synthesize it. The reactants are: Cl.[C:2]1([C:8]2[CH:12]=[C:11]([CH2:13][N:14]3[CH2:19][CH2:18][CH:17]([CH2:20][C:21](Cl)=[O:22])[CH2:16][CH2:15]3)[O:10][N:9]=2)[CH:7]=[CH:6][CH:5]=[CH:4][CH:3]=1.[NH2:24][C:25]1[C:30]([C:31]#[N:32])=[C:29]([O:33][CH2:34][CH3:35])[N:28]=[C:27]([NH2:36])[CH:26]=1. (4) The reactants are: [CH3:1][O:2][C:3](=[O:28])[CH:4]([C:20]1[CH:25]=[CH:24][C:23]([O:26][CH3:27])=[CH:22][CH:21]=1)[CH2:5][C:6]1[C:7](Cl)=[N:8][C:9]([NH:12][C:13]2[CH:18]=[CH:17][CH:16]=[CH:15][CH:14]=2)=[N:10][CH:11]=1.[CH:29]1([CH2:32][NH2:33])[CH2:31][CH2:30]1. Given the product [CH3:1][O:2][C:3](=[O:28])[CH:4]([C:20]1[CH:25]=[CH:24][C:23]([O:26][CH3:27])=[CH:22][CH:21]=1)[CH2:5][C:6]1[C:7]([NH:33][CH2:32][CH:29]2[CH2:31][CH2:30]2)=[N:8][C:9]([NH:12][C:13]2[CH:18]=[CH:17][CH:16]=[CH:15][CH:14]=2)=[N:10][CH:11]=1, predict the reactants needed to synthesize it.